From a dataset of Full USPTO retrosynthesis dataset with 1.9M reactions from patents (1976-2016). Predict the reactants needed to synthesize the given product. Given the product [C:36]1([NH:35][C:32]([C:29]2[CH:30]=[CH:31][C:26]([C:23]3[CH:24]=[CH:25][C:20]([NH:19][C:17]([C:10]4[O:9][C:8]([N:4]5[CH2:5][CH2:6][CH2:7][CH:2]([CH3:1])[CH2:3]5)=[N:12][C:11]=4[C:13]([F:15])([F:14])[F:16])=[O:18])=[CH:21][CH:22]=3)=[CH:27][CH:28]=2)=[O:33])[CH:41]=[CH:40][CH:39]=[CH:38][CH:37]=1, predict the reactants needed to synthesize it. The reactants are: [CH3:1][CH:2]1[CH2:7][CH2:6][CH2:5][N:4]([C:8]2[O:9][C:10]([C:17]([NH:19][C:20]3[CH:25]=[CH:24][C:23]([C:26]4[CH:31]=[CH:30][C:29]([C:32](O)=[O:33])=[CH:28][CH:27]=4)=[CH:22][CH:21]=3)=[O:18])=[C:11]([C:13]([F:16])([F:15])[F:14])[N:12]=2)[CH2:3]1.[NH2:35][C:36]1[CH:41]=[CH:40][CH:39]=[CH:38][CH:37]=1.F[P-](F)(F)(F)(F)F.N1(OC(N(C)C)=[N+](C)C)C2N=CC=CC=2N=N1.C(N(CC)C(C)C)(C)C.